From a dataset of Full USPTO retrosynthesis dataset with 1.9M reactions from patents (1976-2016). Predict the reactants needed to synthesize the given product. (1) Given the product [CH3:1][NH:8][CH2:9][CH2:10][CH:11]([N:23]1[CH2:24][CH2:25][CH2:26][CH2:27]1)[CH2:12][CH2:13][NH:14][CH3:15], predict the reactants needed to synthesize it. The reactants are: [CH2:1]([N:8](C)[CH2:9][CH2:10][CH:11]([N:23]1[CH2:27][CH2:26][CH2:25][CH2:24]1)[CH2:12][CH2:13][N:14](CC1C=CC=CC=1)[CH3:15])C1C=CC=CC=1.Cl. (2) Given the product [CH:19]([C:16]1[CH:17]=[CH:18][C:13]([C:2]2([NH:1][C:43]([NH:37][O:34][CH3:28])=[O:42])[C:10](=[O:11])[C:9]3[C:4](=[CH:5][CH:6]=[CH:7][CH:8]=3)[C:3]2=[O:12])=[C:14]([O:22][CH3:23])[CH:15]=1)([CH3:21])[CH3:20], predict the reactants needed to synthesize it. The reactants are: [NH2:1][C:2]1([C:13]2[CH:18]=[CH:17][C:16]([CH:19]([CH3:21])[CH3:20])=[CH:15][C:14]=2[O:22][CH3:23])[C:10](=[O:11])[C:9]2[C:4](=[CH:5][CH:6]=[CH:7][CH:8]=2)[C:3]1=[O:12].ClC(Cl)(O[C:28](=[O:34])OC(Cl)(Cl)Cl)Cl.Cl.[NH2:37]O.C1[CH2:43][O:42]CC1. (3) The reactants are: Cl.[NH:2]1[CH2:7][CH2:6][CH2:5][C@@H:4]([C:8]([O:10][CH2:11][CH3:12])=[O:9])[CH2:3]1.C(N(CC)CC)C.Cl[C:21]1[N:26]=[C:25]([NH2:27])[C:24]([N+:28]([O-:30])=[O:29])=[CH:23][CH:22]=1.O. Given the product [NH2:27][C:25]1[N:26]=[C:21]([N:2]2[CH2:7][CH2:6][CH2:5][C@@H:4]([C:8]([O:10][CH2:11][CH3:12])=[O:9])[CH2:3]2)[CH:22]=[CH:23][C:24]=1[N+:28]([O-:30])=[O:29], predict the reactants needed to synthesize it. (4) Given the product [C:12]1([C:21]2[CH:26]=[CH:25][CH:24]=[CH:23][CH:22]=2)[C:13]([C:18]([N:6]2[CH2:7][C:2](=[O:1])[CH2:3][CH2:4][CH:5]2[C:8]([O:10][CH3:11])=[O:9])=[O:19])=[CH:14][CH:15]=[CH:16][CH:17]=1, predict the reactants needed to synthesize it. The reactants are: [O:1]=[C:2]1[CH2:7][NH:6][CH:5]([C:8]([O:10][CH3:11])=[O:9])[CH2:4][CH2:3]1.[C:12]1([C:21]2[CH:26]=[CH:25][CH:24]=[CH:23][CH:22]=2)[C:13]([C:18](O)=[O:19])=[CH:14][CH:15]=[CH:16][CH:17]=1.